Dataset: Catalyst prediction with 721,799 reactions and 888 catalyst types from USPTO. Task: Predict which catalyst facilitates the given reaction. (1) Reactant: [OH:1][CH2:2][CH2:3][NH:4][S:5]([C:8]1[S:12][C:11]([NH:13]C(=O)C)=[N:10][C:9]=1[CH3:17])(=[O:7])=[O:6]. Product: [OH:1][CH2:2][CH2:3][NH:4][S:5]([C:8]1[S:12][C:11]([NH2:13])=[N:10][C:9]=1[CH3:17])(=[O:6])=[O:7]. The catalyst class is: 33. (2) Reactant: [F:1][C:2]([F:12])([F:11])[C:3]1[CH:4]=[CH:5][C:6]([F:10])=[C:7]([OH:9])[CH:8]=1.[CH2:13](Br)[C:14]1[CH:19]=[CH:18][CH:17]=[CH:16][CH:15]=1.C(=O)([O-])[O-].[K+].[K+]. Product: [F:10][C:6]1[CH:5]=[CH:4][C:3]([C:2]([F:1])([F:11])[F:12])=[CH:8][C:7]=1[O:9][CH2:13][C:14]1[CH:19]=[CH:18][CH:17]=[CH:16][CH:15]=1. The catalyst class is: 3. (3) Reactant: Cl[C:2]1[C:7]([CH:8]([CH2:13][CH2:14][CH3:15])[C:9]([O:11][CH3:12])=[O:10])=[C:6]([CH3:16])[N:5]=[C:4]([C:17]2[CH:22]=[CH:21][CH:20]=[CH:19][CH:18]=2)[N:3]=1.C(N(CC)C(C)C)(C)C.[Cl:32][C:33]1[CH:38]=[CH:37][C:36](B(O)O)=[CH:35][CH:34]=1. Product: [Cl:32][C:33]1[CH:38]=[CH:37][C:36]([C:2]2[C:7]([CH:8]([CH2:13][CH2:14][CH3:15])[C:9]([O:11][CH3:12])=[O:10])=[C:6]([CH3:16])[N:5]=[C:4]([C:17]3[CH:22]=[CH:21][CH:20]=[CH:19][CH:18]=3)[N:3]=2)=[CH:35][CH:34]=1. The catalyst class is: 659. (4) Reactant: CCCC[N+](CCCC)(CCCC)CCCC.[F-].[CH3:19][O:20][C:21]1[CH:26]=[CH:25][N:24]=[C:23]([C:27]#C[Si](C)(C)C)[C:22]=1[NH:33][C:34](=O)OCC. Product: [CH3:19][O:20][C:21]1[CH:26]=[CH:25][N:24]=[C:23]2[CH:27]=[CH:34][NH:33][C:22]=12. The catalyst class is: 49. (5) Reactant: [Cl:1][C:2]1[CH:7]=[CH:6][C:5]([CH:8]([OH:19])[C:9]2([C:12]([O:14][C:15]([CH3:18])([CH3:17])[CH3:16])=[O:13])[CH2:11][CH2:10]2)=[CH:4][C:3]=1[NH:20][C:21](=[O:36])[C@H:22]([C:29]1[CH:34]=[CH:33][C:32]([Cl:35])=[CH:31][CH:30]=1)[C@@H:23]([CH3:28])[C:24]([F:27])([F:26])[F:25].[CH:37](OCC)=[CH2:38]. Product: [Cl:1][C:2]1[CH:7]=[CH:6][C:5]([CH:8]([O:19][CH:37]=[CH2:38])[C:9]2([C:12]([O:14][C:15]([CH3:18])([CH3:16])[CH3:17])=[O:13])[CH2:10][CH2:11]2)=[CH:4][C:3]=1[NH:20][C:21](=[O:36])[C@H:22]([C:29]1[CH:30]=[CH:31][C:32]([Cl:35])=[CH:33][CH:34]=1)[C@@H:23]([CH3:28])[C:24]([F:27])([F:25])[F:26]. The catalyst class is: 4.